Dataset: Forward reaction prediction with 1.9M reactions from USPTO patents (1976-2016). Task: Predict the product of the given reaction. (1) Given the reactants C(OC([N:8]1[C:12]([C:13]2[C:14]([NH2:44])=[N:15][CH:16]=[N:17][C:18]=2[N:19]2[CH2:24][CH2:23][CH:22]([C:25]3[N:26]([CH2:38][CH2:39][N:40]4[CH2:43][CH2:42][CH2:41]4)[CH:27]=[C:28]([C:30]4[CH:35]=[CH:34][C:33]([F:36])=[C:32]([CH3:37])[CH:31]=4)[N:29]=3)[CH2:21][CH2:20]2)=[CH:11][CH:10]=[N:9]1)=O)(C)(C)C.FC(F)(F)C(O)=O, predict the reaction product. The product is: [N:40]1([CH2:39][CH2:38][N:26]2[CH:27]=[C:28]([C:30]3[CH:35]=[CH:34][C:33]([F:36])=[C:32]([CH3:37])[CH:31]=3)[N:29]=[C:25]2[CH:22]2[CH2:21][CH2:20][N:19]([C:18]3[N:17]=[CH:16][N:15]=[C:14]([NH2:44])[C:13]=3[C:12]3[NH:8][N:9]=[CH:10][CH:11]=3)[CH2:24][CH2:23]2)[CH2:43][CH2:42][CH2:41]1. (2) Given the reactants C([O:8][C:9]1[C:18]2[C:13](=[C:14]([CH3:21])[C:15]([O:19][CH3:20])=[CH:16][CH:17]=2)[N:12]=[C:11](Cl)[CH:10]=1)C1C=CC=CC=1.[C:23]([C:27]1[CH:31]=[CH:30][NH:29][N:28]=1)([CH3:26])([CH3:25])[CH3:24].OC1C2C(=C(C)C(OC)=CC=2)N=C(N2C=CC(C(C)C)=N2)C=1, predict the reaction product. The product is: [OH:8][C:9]1[C:18]2[C:13](=[C:14]([CH3:21])[C:15]([O:19][CH3:20])=[CH:16][CH:17]=2)[N:12]=[C:11]([N:29]2[CH:30]=[CH:31][C:27]([C:23]([CH3:26])([CH3:25])[CH3:24])=[N:28]2)[CH:10]=1. (3) Given the reactants [CH:1]1([C:4]2[NH:9][C:8]3[N:10]=[C:11]([N:13]4[CH2:18][CH2:17][O:16][CH2:15][CH2:14]4)[S:12][C:7]=3[C:6](=[O:19])[N:5]=2)[CH2:3][CH2:2]1.C[Si]([N-][Si](C)(C)C)(C)C.[Li+].Br[CH2:31][C:32]1[CH:37]=[CH:36][CH:35]=[C:34]([C:38]([F:41])([F:40])[F:39])[C:33]=1[CH3:42], predict the reaction product. The product is: [CH:1]1([C:4]2[N:9]([CH2:31][C:32]3[CH:37]=[CH:36][CH:35]=[C:34]([C:38]([F:39])([F:40])[F:41])[C:33]=3[CH3:42])[C:8]3[N:10]=[C:11]([N:13]4[CH2:14][CH2:15][O:16][CH2:17][CH2:18]4)[S:12][C:7]=3[C:6](=[O:19])[N:5]=2)[CH2:3][CH2:2]1. (4) Given the reactants [C:1]([O:20][CH2:21][CH2:22][O:23][CH2:24][CH2:25][OH:26])([C:14]1[CH:19]=[CH:18][CH:17]=[CH:16][CH:15]=1)([C:8]1[CH:13]=[CH:12][CH:11]=[CH:10][CH:9]=1)[C:2]1[CH:7]=[CH:6][CH:5]=[CH:4][CH:3]=1.[H-].[Na+].[C:29]([O:48][CH2:49][CH2:50][O:51][CH2:52][CH2:53][O:54][CH2:55][CH:56]1[CH2:58][O:57]1)([C:42]1[CH:47]=[CH:46][CH:45]=[CH:44][CH:43]=1)([C:36]1[CH:41]=[CH:40][CH:39]=[CH:38][CH:37]=1)[C:30]1[CH:35]=[CH:34][CH:33]=[CH:32][CH:31]=1, predict the reaction product. The product is: [C:1]([O:20][CH2:21][CH2:22][O:23][CH2:24][CH2:25][O:26][CH2:58][CH:56]([OH:57])[CH2:55][O:54][CH2:53][CH2:52][O:51][CH2:50][CH2:49][O:48][C:29]([C:42]1[CH:47]=[CH:46][CH:45]=[CH:44][CH:43]=1)([C:36]1[CH:37]=[CH:38][CH:39]=[CH:40][CH:41]=1)[C:30]1[CH:31]=[CH:32][CH:33]=[CH:34][CH:35]=1)([C:8]1[CH:13]=[CH:12][CH:11]=[CH:10][CH:9]=1)([C:14]1[CH:15]=[CH:16][CH:17]=[CH:18][CH:19]=1)[C:2]1[CH:3]=[CH:4][CH:5]=[CH:6][CH:7]=1. (5) Given the reactants [Cl:1][C:2]1[CH:3]=[C:4]([C:9]2([CH:15]([NH:17][CH:18]=O)[CH3:16])[CH2:14][CH2:13][CH2:12][CH2:11][CH2:10]2)[CH:5]=[CH:6][C:7]=1[Cl:8].S(C)C, predict the reaction product. The product is: [ClH:1].[Cl:1][C:2]1[CH:3]=[C:4]([C:9]2([CH:15]([NH:17][CH3:18])[CH3:16])[CH2:14][CH2:13][CH2:12][CH2:11][CH2:10]2)[CH:5]=[CH:6][C:7]=1[Cl:8]. (6) Given the reactants C[O:2][C:3](=[O:37])[CH:4]([O:32][C:33]([CH3:36])([CH3:35])[CH3:34])[C:5]1[N:6]([CH3:31])[C:7](=[O:30])[C:8]2[C:13]([C:14]=1[C:15]1[C:16]([CH3:25])=[C:17]3[C:22](=[CH:23][CH:24]=1)[O:21][CH2:20][CH2:19][CH2:18]3)=[CH:12][CH:11]=[C:10]([O:26][CH2:27][CH2:28][OH:29])[CH:9]=2.[Li+].[OH-], predict the reaction product. The product is: [C:33]([O:32][CH:4]([C:5]1[N:6]([CH3:31])[C:7](=[O:30])[C:8]2[C:13]([C:14]=1[C:15]1[C:16]([CH3:25])=[C:17]3[C:22](=[CH:23][CH:24]=1)[O:21][CH2:20][CH2:19][CH2:18]3)=[CH:12][CH:11]=[C:10]([O:26][CH2:27][CH2:28][OH:29])[CH:9]=2)[C:3]([OH:37])=[O:2])([CH3:36])([CH3:35])[CH3:34].